Dataset: Catalyst prediction with 721,799 reactions and 888 catalyst types from USPTO. Task: Predict which catalyst facilitates the given reaction. (1) Reactant: Br[C:2]1[CH:3]=[C:4]([Cl:11])[CH:5]=[C:6]2[C:10]=1[NH:9][N:8]=[CH:7]2.[H-].[Na+].[H][H].C([Li])(C)(C)C.[C:21](=[O:23])=[O:22]. Product: [Cl:11][C:4]1[CH:5]=[C:6]2[C:10](=[C:2]([C:21]([OH:23])=[O:22])[CH:3]=1)[NH:9][N:8]=[CH:7]2. The catalyst class is: 7. (2) Product: [NH2:24][C@H:21]1[CH2:22][CH2:23][N:19]([C:3]2[CH:4]=[C:5]3[C:10](=[CH:11][C:2]=2[Cl:1])[CH2:9][N:8]([C:12]([O:14][C:15]([CH3:17])([CH3:16])[CH3:18])=[O:13])[CH2:7][CH2:6]3)[C:20]1=[O:42]. The catalyst class is: 9. Reactant: [Cl:1][C:2]1[CH:11]=[C:10]2[C:5]([CH2:6][CH2:7][N:8]([C:12]([O:14][C:15]([CH3:18])([CH3:17])[CH3:16])=[O:13])[CH2:9]2)=[CH:4][C:3]=1[N:19]1[CH2:23][CH2:22][C@H:21]([NH:24]C(OCC2C3C=CC=CC=3C3C2=CC=CC=3)=O)[C:20]1=[O:42].N1CCCCC1. (3) Reactant: [CH3:1][NH:2][CH3:3].CN(C=O)C.Br[CH2:10][C:11]1[CH:22]=[CH:21][C:14]([C:15]([N:17]([O:19][CH3:20])[CH3:18])=[O:16])=[CH:13][C:12]=1[I:23]. Product: [CH3:1][N:2]([CH2:10][C:11]1[CH:22]=[CH:21][C:14]([C:15]([N:17]([O:19][CH3:20])[CH3:18])=[O:16])=[CH:13][C:12]=1[I:23])[CH3:3]. The catalyst class is: 6. (4) Reactant: C(OC(=O)[NH:7][CH2:8][CH2:9][N:10]1[C:18]2[C:13](=[CH:14][CH:15]=[CH:16][CH:17]=2)[C:12]2[CH:19]=[C:20]([C:24]([NH2:26])=[O:25])[C:21]([NH2:23])=[N:22][C:11]1=2)(C)(C)C.[ClH:28]. Product: [ClH:28].[NH2:23][C:21]1[C:20]([C:24]([NH2:26])=[O:25])=[CH:19][C:12]2[C:13]3[C:18](=[CH:17][CH:16]=[CH:15][CH:14]=3)[N:10]([CH2:9][CH2:8][NH2:7])[C:11]=2[N:22]=1. The catalyst class is: 5. (5) Reactant: [OH:1][C@H:2]1[CH2:6][CH2:5][N:4]([C:7]([O:9][C:10]([CH3:13])([CH3:12])[CH3:11])=[O:8])[CH2:3]1.[H-].[Na+].Cl[C:17]1[C:26]2[C:21](=[CH:22][CH:23]=[CH:24][C:25]=2[F:27])[CH:20]=[C:19]([C:28]#[N:29])[N:18]=1. Product: [C:28]([C:19]1[N:18]=[C:17]([O:1][C@H:2]2[CH2:6][CH2:5][N:4]([C:7]([O:9][C:10]([CH3:13])([CH3:12])[CH3:11])=[O:8])[CH2:3]2)[C:26]2[C:21]([CH:20]=1)=[CH:22][CH:23]=[CH:24][C:25]=2[F:27])#[N:29]. The catalyst class is: 1.